From a dataset of Peptide-MHC class I binding affinity with 185,985 pairs from IEDB/IMGT. Regression. Given a peptide amino acid sequence and an MHC pseudo amino acid sequence, predict their binding affinity value. This is MHC class I binding data. (1) The peptide sequence is TVKMGAFMYT. The MHC is HLA-A02:03 with pseudo-sequence HLA-A02:03. The binding affinity (normalized) is 0.418. (2) The peptide sequence is ATMLEYVRY. The MHC is HLA-A11:01 with pseudo-sequence HLA-A11:01. The binding affinity (normalized) is 0.708.